This data is from Forward reaction prediction with 1.9M reactions from USPTO patents (1976-2016). The task is: Predict the product of the given reaction. Given the reactants Cl.[F:2][C:3]([F:25])([F:24])[C:4]1[CH:5]=[C:6]([NH:14][C:15](=[O:23])[CH2:16][CH:17]2[CH2:22][CH2:21][NH:20][CH2:19][CH2:18]2)[CH:7]=[C:8]([C:10]([F:13])([F:12])[F:11])[CH:9]=1.CN(C(ON1N=NC2C=CC=NC1=2)=[N+](C)C)C.F[P-](F)(F)(F)(F)F.[CH3:50][N:51]1[CH2:56][CH2:55][CH2:54][CH:53]([C:57](O)=[O:58])[CH2:52]1.[N-]=C=O.C(=O)([O-])[O-], predict the reaction product. The product is: [F:13][C:10]([F:12])([F:11])[C:8]1[CH:7]=[C:6]([NH:14][C:15](=[O:23])[CH2:16][CH:17]2[CH2:22][CH2:21][N:20]([C:57]([CH:53]3[CH2:54][CH2:55][CH2:56][N:51]([CH3:50])[CH2:52]3)=[O:58])[CH2:19][CH2:18]2)[CH:5]=[C:4]([C:3]([F:24])([F:2])[F:25])[CH:9]=1.